From a dataset of Catalyst prediction with 721,799 reactions and 888 catalyst types from USPTO. Predict which catalyst facilitates the given reaction. (1) Product: [Br:1][C:2]1[CH:10]=[C:9]([CH:8]=[C:4]([C:5](=[O:6])[N:34]([CH3:35])[CH3:33])[CH:3]=1)[CH2:11][O:12][CH2:13][C:14]1([C:27]2[CH:32]=[CH:31][CH:30]=[CH:29][CH:28]=2)[CH2:19][CH2:18][N:17]([C:20]([O:22][C:23]([CH3:24])([CH3:26])[CH3:25])=[O:21])[CH2:16][CH2:15]1. Reactant: [Br:1][C:2]1[CH:3]=[C:4]([CH:8]=[C:9]([CH2:11][O:12][CH2:13][C:14]2([C:27]3[CH:32]=[CH:31][CH:30]=[CH:29][CH:28]=3)[CH2:19][CH2:18][N:17]([C:20]([O:22][C:23]([CH3:26])([CH3:25])[CH3:24])=[O:21])[CH2:16][CH2:15]2)[CH:10]=1)[C:5](O)=[O:6].[CH3:33][NH:34][CH3:35].C(N(CC)C(C)C)(C)C.C1CN([P+](ON2N=NC3C=CC=CC2=3)(N2CCCC2)N2CCCC2)CC1.F[P-](F)(F)(F)(F)F. The catalyst class is: 454. (2) Reactant: [SH:1][C:2]1[O:3][C:4]2[CH:10]=[C:9]([C:11]([O:13][CH3:14])=[O:12])[CH:8]=[CH:7][C:5]=2[N:6]=1.[C:15]([O-])([O-])=O.[K+].[K+].CI. The catalyst class is: 18. Product: [CH3:15][S:1][C:2]1[O:3][C:4]2[CH:10]=[C:9]([C:11]([O:13][CH3:14])=[O:12])[CH:8]=[CH:7][C:5]=2[N:6]=1.